This data is from Full USPTO retrosynthesis dataset with 1.9M reactions from patents (1976-2016). The task is: Predict the reactants needed to synthesize the given product. (1) Given the product [CH2:9]([O:8][C:6](=[O:7])[C:5]([CH2:11][O:12][C:22](=[O:24])[CH3:23])([O:13][C:14]1[CH:15]=[CH:16][C:17]([Br:20])=[CH:18][CH:19]=1)[C:4]([O:3][CH2:1][CH3:2])=[O:21])[CH3:10], predict the reactants needed to synthesize it. The reactants are: [CH2:1]([O:3][C:4](=[O:21])[C:5]([O:13][C:14]1[CH:19]=[CH:18][C:17]([Br:20])=[CH:16][CH:15]=1)([CH2:11][OH:12])[C:6]([O:8][CH2:9][CH3:10])=[O:7])[CH3:2].[C:22](OC(=O)C)(=[O:24])[CH3:23]. (2) Given the product [Cl:21][CH2:22][C:23]1[N:2]=[C:1]([CH:4]2[CH2:5][CH2:6][CH:7]([NH:10][C:11](=[O:20])[O:12][CH2:13][C:14]3[CH:19]=[CH:18][CH:17]=[CH:16][CH:15]=3)[CH2:8][CH2:9]2)[S:3][CH:24]=1, predict the reactants needed to synthesize it. The reactants are: [C:1]([CH:4]1[CH2:9][CH2:8][CH:7]([NH:10][C:11](=[O:20])[O:12][CH2:13][C:14]2[CH:19]=[CH:18][CH:17]=[CH:16][CH:15]=2)[CH2:6][CH2:5]1)(=[S:3])[NH2:2].[Cl:21][CH2:22][C:23](=O)[CH2:24]Cl.[O-]S([O-])(=O)=O.[Mg+2]. (3) Given the product [CH2:1]([O:8][C:9]1[CH:14]=[CH:13][C:12]([C:15]([C:17]2[C:25]([CH3:26])=[CH:24][C:23]([N:27]([CH2:35][C:36]3[CH:37]=[CH:38][CH:39]=[CH:40][CH:41]=3)[CH2:28][C:29]3[CH:30]=[CH:31][CH:32]=[CH:33][CH:34]=3)=[C:22]3[C:18]=2[CH2:19][CH2:20][CH2:21]3)=[O:16])=[CH:11][C:10]=1[CH:42]([CH3:44])[CH3:43])[C:2]1[CH:3]=[CH:4][CH:5]=[CH:6][CH:7]=1, predict the reactants needed to synthesize it. The reactants are: [CH2:1]([O:8][C:9]1[CH:14]=[CH:13][C:12]([CH:15]([C:17]2[C:25]([CH3:26])=[CH:24][C:23]([N:27]([CH2:35][C:36]3[CH:41]=[CH:40][CH:39]=[CH:38][CH:37]=3)[CH2:28][C:29]3[CH:34]=[CH:33][CH:32]=[CH:31][CH:30]=3)=[C:22]3[C:18]=2[CH2:19][CH2:20][CH2:21]3)[OH:16])=[CH:11][C:10]=1[CH:42]([CH3:44])[CH3:43])[C:2]1[CH:7]=[CH:6][CH:5]=[CH:4][CH:3]=1. (4) Given the product [OH:8][C:9]1[CH:10]=[CH:11][C:12]([C:15]2[N:36]([CH2:37][O:38][CH2:39][CH2:40][Si:41]([CH3:44])([CH3:43])[CH3:42])[C:18]3=[N:19][C:20]([N:23]4[CH2:28][CH2:27][N:26]([C:29]([O:31][C:32]([CH3:34])([CH3:35])[CH3:33])=[O:30])[CH2:25][CH2:24]4)=[CH:21][CH:22]=[C:17]3[N:16]=2)=[CH:13][CH:14]=1, predict the reactants needed to synthesize it. The reactants are: C([O:8][C:9]1[CH:14]=[CH:13][C:12]([C:15]2[N:36]([CH2:37][O:38][CH2:39][CH2:40][Si:41]([CH3:44])([CH3:43])[CH3:42])[C:18]3=[N:19][C:20]([N:23]4[CH2:28][CH2:27][N:26]([C:29]([O:31][C:32]([CH3:35])([CH3:34])[CH3:33])=[O:30])[CH2:25][CH2:24]4)=[CH:21][CH:22]=[C:17]3[N:16]=2)=[CH:11][CH:10]=1)C1C=CC=CC=1.C(Cl)Cl.C1CCCCC1. (5) Given the product [C:1]([NH:33][C:23]1[CH:22]=[CH:21][C:20]2[NH:16][N:17]=[C:18]3[C:31]4[C:26](=[CH:27][CH:28]=[CH:29][CH:30]=4)[C:25](=[O:32])[C:24]=1[C:19]=23)(=[O:8])[C:2]1[CH:7]=[CH:6][CH:5]=[CH:4][CH:3]=1, predict the reactants needed to synthesize it. The reactants are: [C:1](Cl)(=[O:8])[C:2]1[CH:7]=[CH:6][CH:5]=[CH:4][CH:3]=1.COCCOC[N:16]1[C:20]2[CH:21]=[CH:22][C:23]([NH2:33])=[C:24]3[C:25](=[O:32])[C:26]4[C:31]([C:18]([C:19]=23)=[N:17]1)=[CH:30][CH:29]=[CH:28][CH:27]=4.C(N(CC)CC)C.Cl. (6) Given the product [O:42]1[C:38]2[CH:37]=[CH:36][C:35]([C:2]3[CH:3]=[CH:4][C:5]([C:8]4[N:12]([CH2:13][C@@H:14]5[CH2:18][CH2:17][N:16]([C:19]([O:21][C:22]([CH3:25])([CH3:24])[CH3:23])=[O:20])[CH2:15]5)[C:11](=[O:26])[NH:10][N:9]=4)=[CH:6][CH:7]=3)=[CH:43][C:39]=2[CH:40]=[CH:41]1, predict the reactants needed to synthesize it. The reactants are: Br[C:2]1[CH:7]=[CH:6][C:5]([C:8]2[N:12]([CH2:13][C@@H:14]3[CH2:18][CH2:17][N:16]([C:19]([O:21][C:22]([CH3:25])([CH3:24])[CH3:23])=[O:20])[CH2:15]3)[C:11](=[O:26])[NH:10][N:9]=2)=[CH:4][CH:3]=1.CC1(C)C(C)(C)OB([C:35]2[CH:36]=[CH:37][C:38]3[O:42][CH:41]=[CH:40][C:39]=3[CH:43]=2)O1.C([O-])([O-])=O.[Cs+].[Cs+]. (7) The reactants are: FC(F)(F)S(O[C:7]1[CH:8]=[C:9]2[C:14](=[CH:15][CH:16]=1)[CH:13]([C:17]([O:19][CH3:20])=[O:18])[CH2:12][CH2:11][CH2:10]2)(=O)=O.[OH:23][C:24]1[CH:29]=[CH:28][C:27](B(O)O)=[CH:26][CH:25]=1.C(=O)([O-])[O-].[Na+].[Na+].C(OCC)(=O)C. Given the product [OH:23][C:24]1[CH:29]=[CH:28][C:27]([C:7]2[CH:8]=[C:9]3[C:14](=[CH:15][CH:16]=2)[CH:13]([C:17]([O:19][CH3:20])=[O:18])[CH2:12][CH2:11][CH2:10]3)=[CH:26][CH:25]=1, predict the reactants needed to synthesize it. (8) Given the product [I:25][CH2:28][C:29]1[CH:30]=[C:31]([CH:41]=[CH:42][CH:43]=1)[O:32][C:33]1[CH:34]=[C:35]([CH:38]=[CH:39][N:40]=1)[C:36]#[N:37], predict the reactants needed to synthesize it. The reactants are: C1(P(C2C=CC=CC=2)C2C=CC=CC=2)C=CC=CC=1.N1C=CN=C1.[I:25]I.O[CH2:28][C:29]1[CH:30]=[C:31]([CH:41]=[CH:42][CH:43]=1)[O:32][C:33]1[CH:34]=[C:35]([CH:38]=[CH:39][N:40]=1)[C:36]#[N:37].